This data is from Full USPTO retrosynthesis dataset with 1.9M reactions from patents (1976-2016). The task is: Predict the reactants needed to synthesize the given product. (1) Given the product [CH2:8]([O:10][C:11]([C:13]1([NH:3][C:6]([O:40][C:36]([CH3:39])([CH3:38])[CH3:37])=[O:26])[CH2:14][CH2:15]1)=[O:12])[CH3:9], predict the reactants needed to synthesize it. The reactants are: C([N:3]([CH2:6]C)CC)C.[CH2:8]([O:10][C:11]([C:13]1(C(O)=O)[CH2:15][CH2:14]1)=[O:12])[CH3:9].C1(P(N=[N+]=[N-])(C2C=CC=CC=2)=[O:26])C=CC=CC=1.[C:36]([OH:40])([CH3:39])([CH3:38])[CH3:37]. (2) The reactants are: [Cl:1][C:2]1[CH:7]=[C:6]([CH2:8][OH:9])[C:5]([O:10][CH3:11])=[CH:4][C:3]=1[OH:12].Br[CH2:14][C:15]([O:17][C:18]([CH3:21])([CH3:20])[CH3:19])=[O:16].C(=O)([O-])[O-].[K+].[K+]. Given the product [Cl:1][C:2]1[CH:7]=[C:6]([CH2:8][OH:9])[C:5]([O:10][CH3:11])=[CH:4][C:3]=1[O:12][CH2:14][C:15]([O:17][C:18]([CH3:21])([CH3:20])[CH3:19])=[O:16], predict the reactants needed to synthesize it. (3) The reactants are: [Cl:1][C:2]1[CH:3]=[C:4]([C:12]2[O:16][N:15]=[C:14]([C:17]3[CH:18]=[CH:19][CH:20]=[C:21]4[C:25]=3[NH:24][CH:23]=[C:22]4[CH2:26][CH2:27][NH:28][CH2:29][CH2:30][C:31]([O:33]CC)=[O:32])[N:13]=2)[CH:5]=[CH:6][C:7]=1[O:8][CH:9]([CH3:11])[CH3:10].[OH-].[Na+]. Given the product [Cl:1][C:2]1[CH:3]=[C:4]([C:12]2[O:16][N:15]=[C:14]([C:17]3[CH:18]=[CH:19][CH:20]=[C:21]4[C:25]=3[NH:24][CH:23]=[C:22]4[CH2:26][CH2:27][NH:28][CH2:29][CH2:30][C:31]([OH:33])=[O:32])[N:13]=2)[CH:5]=[CH:6][C:7]=1[O:8][CH:9]([CH3:10])[CH3:11], predict the reactants needed to synthesize it.